Dataset: Forward reaction prediction with 1.9M reactions from USPTO patents (1976-2016). Task: Predict the product of the given reaction. (1) Given the reactants [NH2:1][C:2]1[CH:3]=[C:4]([CH:9]=[CH:10][C:11]=1[NH:12][C:13]1[CH:18]=[CH:17][C:16]([F:19])=[CH:15][CH:14]=1)[C:5]([O:7][CH3:8])=[O:6].[C:20](N1C=CN=C1)(N1C=CN=C1)=[O:21], predict the reaction product. The product is: [F:19][C:16]1[CH:17]=[CH:18][C:13]([N:12]2[C:11]3[CH:10]=[CH:9][C:4]([C:5]([O:7][CH3:8])=[O:6])=[CH:3][C:2]=3[NH:1][C:20]2=[O:21])=[CH:14][CH:15]=1. (2) Given the reactants [N+:1]([C:4]1[CH:9]=[CH:8][C:7]([OH:10])=[CH:6][C:5]=1[C:11]([F:14])([F:13])[F:12])([O-:3])=[O:2].[Br-:15].[Br-:16].[Br-].C([N+](C)(C)C)C1C=CC=CC=1.C([N+](C)(C)C)C1C=CC=CC=1.C([N+](C)(C)C)C1C=CC=CC=1.C([O-])([O-])=O.[Ca+2], predict the reaction product. The product is: [Br:15][C:6]1[C:5]([C:11]([F:12])([F:13])[F:14])=[C:4]([N+:1]([O-:3])=[O:2])[CH:9]=[C:8]([Br:16])[C:7]=1[OH:10]. (3) The product is: [Br:1][C:2]1[C:10]2[C:9](=[O:11])[N:8]([CH2:53][CH2:52][C:48]3[N:47]=[C:46]4[CH:45]=[CH:44][S:43][C:51]4=[CH:50][CH:49]=3)[N:7]=[CH:6][C:5]=2[S:4][CH:3]=1. Given the reactants [Br:1][C:2]1[C:10]2[C:9](=[O:11])[NH:8][N:7]=[CH:6][C:5]=2[S:4][CH:3]=1.C1(P(C2C=CC=CC=2)C2C=CC=CC=2)C=CC=CC=1.N(/C(OCC)=O)=N\C(OCC)=O.[S:43]1[C:51]2[C:46](=[N:47][C:48]([CH2:52][CH2:53]O)=[CH:49][CH:50]=2)[CH:45]=[CH:44]1, predict the reaction product. (4) Given the reactants [CH3:1][O:2][C:3]1[CH:8]=[CH:7][C:6]([C:9](=[O:18])[CH2:10][CH2:11][C:12]2[CH:17]=[CH:16][CH:15]=[CH:14][CH:13]=2)=[CH:5][CH:4]=1.[C:19](Cl)(=[O:28])[C:20]1[CH:25]=[CH:24][C:23]([O:26][CH3:27])=[CH:22][CH:21]=1.C(O)(=O)CC(CC(O)=O)(C(O)=O)O, predict the reaction product. The product is: [CH3:27][O:26][C:23]1[CH:24]=[CH:25][C:20]([C:19](=[O:28])[CH:10]([CH2:11][C:12]2[CH:17]=[CH:16][CH:15]=[CH:14][CH:13]=2)[C:9]([C:6]2[CH:7]=[CH:8][C:3]([O:2][CH3:1])=[CH:4][CH:5]=2)=[O:18])=[CH:21][CH:22]=1.